Dataset: Forward reaction prediction with 1.9M reactions from USPTO patents (1976-2016). Task: Predict the product of the given reaction. Given the reactants [NH3:1].[I:2][C:3]1[C:8]2[N:9]=[C:10]([CH3:14])[O:11][C:12](=O)[C:7]=2[CH:6]=[CH:5][C:4]=1[CH3:15], predict the reaction product. The product is: [I:2][C:3]1[C:4]([CH3:15])=[CH:5][CH:6]=[C:7]2[C:8]=1[N:9]=[C:10]([CH3:14])[NH:1][C:12]2=[O:11].